This data is from Reaction yield outcomes from USPTO patents with 853,638 reactions. The task is: Predict the reaction yield, written as a fraction of the theoretical maximum amount of product (1.0 means a 100% yield; for example, 0.34 means a 34% yield). (1) The reactants are C[O:2][C:3](=O)[CH2:4][CH2:5][CH:6]1[CH2:15][CH2:14][C:13]2[C:8](=[CH:9][CH:10]=[C:11]([OH:16])[CH:12]=2)[CH2:7]1.CC(C[AlH]CC(C)C)C. The catalyst is C1COCC1. The product is [OH:16][C:11]1[CH:12]=[C:13]2[C:8](=[CH:9][CH:10]=1)[CH2:7][CH:6]([CH2:5][CH2:4][CH2:3][OH:2])[CH2:15][CH2:14]2. The yield is 0.280. (2) The reactants are [C:1]([O:5][C:6]([N:8]1[CH2:13][CH2:12][N:11]([C:14]2[C:15]3[C:22](Br)=[CH:21][N:20]([S:24]([C:27]4[CH:32]=[CH:31][CH:30]=[CH:29][CH:28]=4)(=[O:26])=[O:25])[C:16]=3[N:17]=[CH:18][N:19]=2)[CH2:10][CH2:9]1)=[O:7])([CH3:4])([CH3:3])[CH3:2].C([O-])([O-])=O.[Na+].[Na+].[S:39]1[CH:43]=[CH:42][CH:41]=[C:40]1B(O)O. The catalyst is COCCOC.C1C=CC([P]([Pd]([P](C2C=CC=CC=2)(C2C=CC=CC=2)C2C=CC=CC=2)([P](C2C=CC=CC=2)(C2C=CC=CC=2)C2C=CC=CC=2)[P](C2C=CC=CC=2)(C2C=CC=CC=2)C2C=CC=CC=2)(C2C=CC=CC=2)C2C=CC=CC=2)=CC=1. The product is [C:1]([O:5][C:6]([N:8]1[CH2:13][CH2:12][N:11]([C:14]2[C:15]3[C:22]([C:40]4[S:39][CH:43]=[CH:42][CH:41]=4)=[CH:21][N:20]([S:24]([C:27]4[CH:32]=[CH:31][CH:30]=[CH:29][CH:28]=4)(=[O:26])=[O:25])[C:16]=3[N:17]=[CH:18][N:19]=2)[CH2:10][CH2:9]1)=[O:7])([CH3:4])([CH3:3])[CH3:2]. The yield is 0.790. (3) The reactants are [OH:1][C@H:2]1[CH2:7][CH2:6][C@H:5]([N:8]2[C:16](=[O:17])[C:15]3[C:10](=[CH:11][CH:12]=[CH:13][CH:14]=3)[C:9]2=[O:18])[CH2:4][CH2:3]1.[H-].[Na+].[CH2:21](Br)[CH2:22][CH3:23]. The catalyst is CN(C=O)C. The product is [CH2:21]([O:1][C@H:2]1[CH2:3][CH2:4][C@H:5]([N:8]2[C:9](=[O:18])[C:10]3[C:15](=[CH:14][CH:13]=[CH:12][CH:11]=3)[C:16]2=[O:17])[CH2:6][CH2:7]1)[CH2:22][CH3:23]. The yield is 0.430. (4) The reactants are [CH3:1][C:2]1[CH:7]=[CH:6][C:5]([C:8]2[C:9]([CH:14]=O)=[CH:10][CH:11]=[CH:12][CH:13]=2)=[CH:4][CH:3]=1.Cl.O[NH2:18].C(OC(=O)C)(=O)C. The catalyst is N1C=CC=CC=1. The product is [C:14]([C:9]1[CH:10]=[CH:11][CH:12]=[CH:13][C:8]=1[C:5]1[CH:6]=[CH:7][C:2]([CH3:1])=[CH:3][CH:4]=1)#[N:18]. The yield is 0.790. (5) The reactants are [ClH:1].[F:2][C:3]1[CH:4]=[CH:5][C:6]([CH2:9][O:10][C:11]2[CH:16]=[CH:15][N:14]([C:17]3[CH:18]=[CH:19][C:20]4[C:21]5[CH2:30][CH2:29][N:28]([CH:31]([CH3:33])[CH3:32])[CH2:27][CH2:26][C:22]=5[NH:23][C:24]=4[CH:25]=3)[C:13](=[O:34])[CH:12]=2)=[N:7][CH:8]=1. The catalyst is CO. The yield is 0.900. The product is [ClH:1].[F:2][C:3]1[CH:4]=[CH:5][C:6]([CH2:9][O:10][C:11]2[CH:16]=[CH:15][N:14]([C:17]3[CH:18]=[CH:19][C:20]4[C:21]5[CH2:30][CH2:29][N:28]([CH:31]([CH3:32])[CH3:33])[CH2:27][CH2:26][C:22]=5[NH:23][C:24]=4[CH:25]=3)[C:13](=[O:34])[CH:12]=2)=[N:7][CH:8]=1. (6) The product is [CH3:1][O:2][C:3](=[O:14])[C:4]1[CH:5]=[C:6]([N+:11]([O-:13])=[O:12])[C:7]([NH2:10])=[C:8]([I:15])[CH:9]=1. The reactants are [CH3:1][O:2][C:3](=[O:14])[C:4]1[CH:9]=[CH:8][C:7]([NH2:10])=[C:6]([N+:11]([O-:13])=[O:12])[CH:5]=1.[I:15]I. The catalyst is C(O)C.[O-]S([O-])(=O)=O.[Ag+].[Ag+]. The yield is 0.660. (7) The yield is 0.640. The reactants are [NH2:1][C@@:2]([C:8]1[CH:13]=[C:12]([Br:14])[C:11]([F:15])=[CH:10][C:9]=1[F:16])([CH3:7])[CH2:3][CH:4](O)[CH3:5].C([N:25]=[C:26]=[S:27])(=O)C1C=CC=CC=1.Cl. The catalyst is C1COCC1. The product is [Br:14][C:12]1[C:11]([F:15])=[CH:10][C:9]([F:16])=[C:8]([C@:2]2([CH3:7])[CH2:3][CH:4]([CH3:5])[S:27][C:26]([NH2:25])=[N:1]2)[CH:13]=1.